Dataset: Forward reaction prediction with 1.9M reactions from USPTO patents (1976-2016). Task: Predict the product of the given reaction. (1) Given the reactants [NH2:1][C:2]1[C:7]2[C:8]([C:11]3[CH:16]=[CH:15][C:14]([NH:17][C:18]([C:20]4[N:21]([CH3:29])[C:22]5[C:27]([CH:28]=4)=[CH:26][CH:25]=[CH:24][CH:23]=5)=[O:19])=[C:13]([O:30][CH3:31])[CH:12]=3)=[CH:9][S:10][C:6]=2[C:5](/[CH:32]=[CH:33]/[C:34](=[O:44])[NH:35]CCN2CCCCC2)=[CH:4][N:3]=1.C(N(CC)C(C)C)(C)C.[NH:54]1[CH2:59][CH2:58][CH:57](N)[CH2:56][CH2:55]1.CN(C(ON1N=NC2C=CC=CC1=2)=[N+](C)C)C.F[P-](F)(F)(F)(F)F, predict the reaction product. The product is: [NH2:1][C:2]1[C:7]2[C:8]([C:11]3[CH:16]=[CH:15][C:14]([NH:17][C:18]([C:20]4[N:21]([CH3:29])[C:22]5[C:27]([CH:28]=4)=[CH:26][CH:25]=[CH:24][CH:23]=5)=[O:19])=[C:13]([O:30][CH3:31])[CH:12]=3)=[CH:9][S:10][C:6]=2[C:5](/[CH:32]=[CH:33]\[C:34](=[O:44])[NH:35][CH:57]2[CH2:58][CH2:59][NH:54][CH2:55][CH2:56]2)=[CH:4][N:3]=1. (2) Given the reactants [OH-].[Na+].[Br:3][C:4]1[CH:5]=[C:6]2[C:10](=[C:11]([C:13]([O:15]C)=[O:14])[CH:12]=1)[N:9](C(OC(C)(C)C)=O)[CH:8]=[C:7]2[CH:24]1[CH2:29][CH2:28][S:27](=[O:31])(=[O:30])[CH2:26][CH2:25]1.BrC1C=C2C(=C(C(OCC)=O)C=1)N(C(OC(C)(C)C)=O)C=C2C1CCS(=O)(=O)CC1, predict the reaction product. The product is: [Br:3][C:4]1[CH:5]=[C:6]2[C:10](=[C:11]([C:13]([OH:15])=[O:14])[CH:12]=1)[NH:9][CH:8]=[C:7]2[CH:24]1[CH2:25][CH2:26][S:27](=[O:30])(=[O:31])[CH2:28][CH2:29]1. (3) Given the reactants Br[CH2:2][C:3]1[CH:8]=[CH:7][CH:6]=[CH:5][N:4]=1.Br.[OH-].[Na+].[CH3:12][O:13][C:14]([C:16]1[NH:17][C:18]2[C:23]([C:24]=1[CH:25]=[O:26])=[CH:22][CH:21]=[C:20]([O:27][CH3:28])[CH:19]=2)=[O:15].C([O-])([O-])=O.[K+].[K+], predict the reaction product. The product is: [CH3:12][O:13][C:14]([C:16]1[N:17]([CH2:2][C:3]2[CH:8]=[CH:7][CH:6]=[CH:5][N:4]=2)[C:18]2[C:23]([C:24]=1[CH:25]=[O:26])=[CH:22][CH:21]=[C:20]([O:27][CH3:28])[CH:19]=2)=[O:15]. (4) The product is: [F:3][C:4]1[CH:5]=[C:6]([CH:7]=[CH:8][C:9]=1[N+:10]([O-:12])=[O:11])[O:13][C:15]1[CH:20]=[CH:19][N:18]=[C:17]([S:21][CH3:22])[N:16]=1. Given the reactants [H-].[Na+].[F:3][C:4]1[CH:5]=[C:6]([OH:13])[CH:7]=[CH:8][C:9]=1[N+:10]([O-:12])=[O:11].Cl[C:15]1[CH:20]=[CH:19][N:18]=[C:17]([S:21][CH3:22])[N:16]=1, predict the reaction product. (5) Given the reactants I[C:2]1[CH:7]=[CH:6][C:5]([C:8]2[O:9][C:10]3[CH:16]=[CH:15][CH:14]=[CH:13][C:11]=3[N:12]=2)=[CH:4][CH:3]=1.[Br:17][C:18]1[CH:23]=[CH:22][CH:21]=[CH:20][C:19]=1B(O)O.C1(C)C=CC=CC=1P(C1C=CC=CC=1C)C1C=CC=CC=1C.C(=O)([O-])[O-].[K+].[K+], predict the reaction product. The product is: [Br:17][C:18]1[CH:23]=[CH:22][CH:21]=[CH:20][C:19]=1[C:2]1[CH:7]=[CH:6][C:5]([C:8]2[O:9][C:10]3[CH:16]=[CH:15][CH:14]=[CH:13][C:11]=3[N:12]=2)=[CH:4][CH:3]=1. (6) The product is: [Br:1][C:2]1[C:3]([NH:18][C@H:19]2[CH2:24][CH2:23][C@H:22]([OH:25])[CH2:21][CH2:20]2)=[N:4][C:5]([N:9]2[C:13]([CH3:14])=[CH:12][CH:11]=[C:10]2[CH3:15])=[N:6][C:7]=1[CH3:8]. Given the reactants [Br:1][C:2]1[C:3](Cl)=[N:4][C:5]([N:9]2[C:13]([CH3:14])=[CH:12][CH:11]=[C:10]2[CH3:15])=[N:6][C:7]=1[CH3:8].Cl.[NH2:18][C@H:19]1[CH2:24][CH2:23][C@H:22]([OH:25])[CH2:21][CH2:20]1.C(N(C(C)C)CC)(C)C, predict the reaction product. (7) Given the reactants [H-].[Na+].[F:3][C:4]1[CH:9]=[C:8]([F:10])[CH:7]=[CH:6][C:5]=1[C:11]1[NH:15][C:14]([C:16]2[CH:21]=[CH:20][CH:19]=[C:18]([C:22]([F:25])([F:24])[F:23])[CH:17]=2)=[N:13][C:12]=1[CH2:26][N:27]1[CH2:32][CH2:31][O:30][CH2:29][CH2:28]1.I[CH3:34], predict the reaction product. The product is: [F:3][C:4]1[CH:9]=[C:8]([F:10])[CH:7]=[CH:6][C:5]=1[C:11]1[N:15]=[C:14]([C:16]2[CH:21]=[CH:20][CH:19]=[C:18]([C:22]([F:23])([F:25])[F:24])[CH:17]=2)[N:13]([CH3:34])[C:12]=1[CH2:26][N:27]1[CH2:28][CH2:29][O:30][CH2:31][CH2:32]1.